This data is from Peptide-MHC class II binding affinity with 134,281 pairs from IEDB. The task is: Regression. Given a peptide amino acid sequence and an MHC pseudo amino acid sequence, predict their binding affinity value. This is MHC class II binding data. (1) The peptide sequence is VLFLQMMNVNLQKQL. The MHC is DRB4_0101 with pseudo-sequence DRB4_0103. The binding affinity (normalized) is 0.770. (2) The peptide sequence is ITAMSEVQKVSQPAT. The MHC is DRB4_0101 with pseudo-sequence DRB4_0103. The binding affinity (normalized) is 0.480. (3) The peptide sequence is ALLKNYGLLYCFRKD. The MHC is DRB3_0101 with pseudo-sequence DRB3_0101. The binding affinity (normalized) is 0.284. (4) The peptide sequence is EPFPKRVWEQIFSTW. The MHC is HLA-DQA10501-DQB10201 with pseudo-sequence HLA-DQA10501-DQB10201. The binding affinity (normalized) is 0.458. (5) The binding affinity (normalized) is 0.375. The MHC is HLA-DQA10201-DQB10303 with pseudo-sequence HLA-DQA10201-DQB10303. The peptide sequence is NFLGPIAVGGLLMML. (6) The peptide sequence is GSLKTALTGAMRVTK. The MHC is DRB5_0101 with pseudo-sequence DRB5_0101. The binding affinity (normalized) is 0.872. (7) The peptide sequence is WKTWGKNLVFSPGRK. The MHC is DRB1_1301 with pseudo-sequence DRB1_1301. The binding affinity (normalized) is 0.898. (8) The peptide sequence is GEEETSFFKSLEDKV. The MHC is DRB1_0101 with pseudo-sequence DRB1_0101. The binding affinity (normalized) is 0.645.